Task: Predict the reactants needed to synthesize the given product.. Dataset: Full USPTO retrosynthesis dataset with 1.9M reactions from patents (1976-2016) (1) Given the product [CH3:1][N:2]([CH3:11])[C:3]1[CH:10]=[CH:9][C:6]([C:7]([NH2:8])=[S:19])=[CH:5][CH:4]=1, predict the reactants needed to synthesize it. The reactants are: [CH3:1][N:2]([CH3:11])[C:3]1[CH:10]=[CH:9][C:6]([C:7]#[N:8])=[CH:5][CH:4]=1.C(N(CC)CC)C.[SH2:19]. (2) Given the product [Cl:1][C:2]1[CH:35]=[C:34]([CH3:36])[CH:33]=[C:32]([Cl:37])[C:3]=1[O:4][CH2:5][CH2:6][O:7][C:8]1[CH:9]=[CH:10][C:11]([C@H:14]2[CH2:19][CH2:18][N:17]([C:20]([O:22][C:23]([CH3:26])([CH3:25])[CH3:24])=[O:21])[CH2:16][C@@H:15]2[C:27]([O:29][CH2:30][CH3:31])=[O:28])=[CH:12][CH:13]=1, predict the reactants needed to synthesize it. The reactants are: [Cl:1][C:2]1[CH:35]=[C:34]([CH3:36])[CH:33]=[C:32]([Cl:37])[C:3]=1[O:4][CH2:5][CH2:6][O:7][C:8]1[CH:13]=[CH:12][C:11]([C@@H:14]2[CH2:19][CH2:18][N:17]([C:20]([O:22][C:23]([CH3:26])([CH3:25])[CH3:24])=[O:21])[CH2:16][C@H:15]2[C:27]([O:29][CH2:30][CH3:31])=[O:28])=[CH:10][CH:9]=1. (3) Given the product [ClH:1].[ClH:36].[Br:27][C:28]1[CH:34]=[CH:33][C:31]([NH:32][C:2]2[C:11]3[C:6](=[CH:7][C:8]4[CH:15]=[C:14]([O:16][CH2:17][CH2:18][N:19]5[CH2:24][CH2:23][O:22][CH2:21][CH2:20]5)[C:13]([O:25][CH3:26])=[CH:12][C:9]=4[CH:10]=3)[N:5]=[CH:4][N:3]=2)=[C:30]([F:35])[CH:29]=1, predict the reactants needed to synthesize it. The reactants are: [Cl:1][C:2]1[C:11]2[C:6](=[CH:7][C:8]3[CH:15]=[C:14]([O:16][CH2:17][CH2:18][N:19]4[CH2:24][CH2:23][O:22][CH2:21][CH2:20]4)[C:13]([O:25][CH3:26])=[CH:12][C:9]=3[CH:10]=2)[N:5]=[CH:4][N:3]=1.[Br:27][C:28]1[CH:34]=[CH:33][C:31]([NH2:32])=[C:30]([F:35])[CH:29]=1.[ClH:36].N1C=CC=CC=1. (4) Given the product [Br:1][C:2]1[CH:7]=[CH:6][C:5]([NH:8][C:9](=[O:13])[O:10][CH2:11][CH3:12])=[C:4]([C:16]#[C:15][C:17]2[CH:22]=[CH:21][CH:20]=[CH:19][CH:18]=2)[CH:3]=1, predict the reactants needed to synthesize it. The reactants are: [Br:1][C:2]1[CH:7]=[CH:6][C:5]([NH:8][C:9](=[O:13])[O:10][CH2:11][CH3:12])=[C:4](I)[CH:3]=1.[C:15]([C:17]1[CH:22]=[CH:21][CH:20]=[CH:19][CH:18]=1)#[CH:16]. (5) Given the product [F:12][C:13]1[CH:14]=[C:15]([NH:16][C:2]2[CH:7]=[CH:6][CH:5]=[CH:4][C:3]=2[CH2:8][C:9]([OH:11])=[O:10])[CH:17]=[CH:18][CH:19]=1, predict the reactants needed to synthesize it. The reactants are: Br[C:2]1[CH:7]=[CH:6][CH:5]=[CH:4][C:3]=1[CH2:8][C:9]([OH:11])=[O:10].[F:12][C:13]1[CH:14]=[C:15]([CH:17]=[CH:18][CH:19]=1)[NH2:16]. (6) Given the product [Cl:1][C:2]1[CH:3]=[CH:4][C:5]([O:17][C:26]2[CH:27]=[C:28]([F:51])[C:29]([S:31](=[O:32])(=[O:33])[N:34]([CH2:40][C:41]3[CH:46]=[CH:45][C:44]([O:47][CH3:48])=[CH:43][C:42]=3[O:49][CH3:50])[C:35]3[S:36][CH:37]=[CH:38][N:39]=3)=[CH:30][C:25]=2[Cl:24])=[C:6]([CH2:8][CH2:9][CH2:10][NH:11][CH2:12][C:13]([O:15][CH3:16])=[O:14])[CH:7]=1, predict the reactants needed to synthesize it. The reactants are: [Cl:1][C:2]1[CH:3]=[CH:4][C:5]([OH:17])=[C:6]([CH2:8][CH2:9][CH2:10][NH:11][CH2:12][C:13]([O:15][CH3:16])=[O:14])[CH:7]=1.C([O-])([O-])=O.[K+].[K+].[Cl:24][C:25]1[C:26](F)=[CH:27][C:28]([F:51])=[C:29]([S:31]([N:34]([CH2:40][C:41]2[CH:46]=[CH:45][C:44]([O:47][CH3:48])=[CH:43][C:42]=2[O:49][CH3:50])[C:35]2[S:36][CH:37]=[CH:38][N:39]=2)(=[O:33])=[O:32])[CH:30]=1.O.